This data is from Reaction yield outcomes from USPTO patents with 853,638 reactions. The task is: Predict the reaction yield, written as a fraction of the theoretical maximum amount of product (1.0 means a 100% yield; for example, 0.34 means a 34% yield). (1) The yield is 0.960. The product is [CH3:24][N:23]([CH3:25])[C:20]1[N:19]=[C:18]2[N:14]([CH:11]3[CH2:12][CH2:13][NH:8][CH2:9][CH2:10]3)[C:15](=[O:27])[N:16]([CH3:26])[C:17]2=[CH:22][CH:21]=1. The reactants are C(OC([N:8]1[CH2:13][CH2:12][CH:11]([N:14]2[C:18]3=[N:19][C:20]([N:23]([CH3:25])[CH3:24])=[CH:21][CH:22]=[C:17]3[N:16]([CH3:26])[C:15]2=[O:27])[CH2:10][CH2:9]1)=O)(C)(C)C.C(O)(C(F)(F)F)=O. The catalyst is C(Cl)Cl. (2) The reactants are [Cl:1][C:2]1[CH:18]=[CH:17][CH:16]=[C:15]([Cl:19])[C:3]=1[CH2:4][N:5]1[CH2:9][CH2:8][N:7]([CH2:10][C:11]([OH:13])=O)[C:6]1=[O:14].[CH3:20][NH:21][C:22]1[CH:27]=[CH:26][CH:25]=[CH:24][CH:23]=1.C(N=C=NCCCN(C)C)C.ON1C2C=CC=CC=2N=N1. The catalyst is O.C(#N)C. The product is [Cl:19][C:15]1[CH:16]=[CH:17][CH:18]=[C:2]([Cl:1])[C:3]=1[CH2:4][N:5]1[CH2:9][CH2:8][N:7]([CH2:10][C:11]([N:21]([CH3:20])[C:22]2[CH:27]=[CH:26][CH:25]=[CH:24][CH:23]=2)=[O:13])[C:6]1=[O:14]. The yield is 0.520. (3) The reactants are N1C=CN=C1.[I:6]I.[Si:8]([O:25][CH2:26][CH2:27][CH2:28][CH2:29][CH2:30]O)([C:21]([CH3:24])([CH3:23])[CH3:22])([C:15]1[CH:20]=[CH:19][CH:18]=[CH:17][CH:16]=1)[C:9]1[CH:14]=[CH:13][CH:12]=[CH:11][CH:10]=1.C1C=CC(P(C2C=CC=CC=2)C2C=CC=CC=2)=CC=1. The catalyst is C(Cl)Cl. The product is [C:21]([Si:8]([O:25][CH2:26][CH2:27][CH2:28][CH2:29][CH2:30][I:6])([C:15]1[CH:16]=[CH:17][CH:18]=[CH:19][CH:20]=1)[C:9]1[CH:14]=[CH:13][CH:12]=[CH:11][CH:10]=1)([CH3:23])([CH3:24])[CH3:22]. The yield is 0.920. (4) The reactants are [Cl:1][C:2]1[N:3]=[CH:4][C:5]2[S:10][CH:9]=[C:8]([C:11]3[CH:12]=[C:13]([CH:17]=[CH:18][CH:19]=3)[C:14]([OH:16])=O)[C:6]=2[N:7]=1.[CH:20]1([NH2:23])[CH2:22][CH2:21]1.C(N=C=NCCCN(C)C)C.OC1C2N=NNC=2C=CC=1.CN(C)C. The catalyst is CN(C)C=O.C(OCC)(=O)C. The product is [Cl:1][C:2]1[N:3]=[CH:4][C:5]2[S:10][CH:9]=[C:8]([C:11]3[CH:12]=[C:13]([CH:17]=[CH:18][CH:19]=3)[C:14]([NH:23][CH:20]3[CH2:22][CH2:21]3)=[O:16])[C:6]=2[N:7]=1. The yield is 0.850. (5) The reactants are [Cl:1][C:2]1[N:7]=[C:6]([S:8]([CH3:11])(=[O:10])=[O:9])[N:5]=[C:4]([NH:12][C:13]2[CH:18]=[C:17]([F:19])[CH:16]=[CH:15][C:14]=2[NH:20]C(=O)OC(C)(C)C)[CH:3]=1.C(O)(C(F)(F)F)=O. The catalyst is ClCCl. The product is [Cl:1][C:2]1[N:7]=[C:6]([S:8]([CH3:11])(=[O:10])=[O:9])[N:5]=[C:4]([NH:12][C:13]2[C:14]([NH2:20])=[CH:15][CH:16]=[C:17]([F:19])[CH:18]=2)[CH:3]=1. The yield is 0.920. (6) The reactants are C(N(CC)CC)C.[CH3:8][C:9](OC(C)=O)=[O:10].[CH3:15][O:16][C:17]1[N:22]=[CH:21][C:20]([NH:23][C:24]2[C:29]([C:30]3[N:38]=[C:37]([CH3:39])[N:36]=[C:35]4[C:31]=3[N:32]=[CH:33][NH:34]4)=[CH:28][C:27]([CH2:40][N:41]3[CH2:46][CH2:45][NH:44][CH2:43][CH2:42]3)=[CH:26][N:25]=2)=[CH:19][CH:18]=1.C(Cl)Cl. The catalyst is CN(C=O)C.[NH4+].[Cl-].O.CCOC(C)=O. The product is [CH3:15][O:16][C:17]1[N:22]=[CH:21][C:20]([NH:23][C:24]2[N:25]=[CH:26][C:27]([CH2:40][N:41]3[CH2:42][CH2:43][N:44]([C:9](=[O:10])[CH3:8])[CH2:45][CH2:46]3)=[CH:28][C:29]=2[C:30]2[N:38]=[C:37]([CH3:39])[N:36]=[C:35]3[C:31]=2[N:32]=[CH:33][NH:34]3)=[CH:19][CH:18]=1. The yield is 0.560.